Dataset: Peptide-MHC class I binding affinity with 185,985 pairs from IEDB/IMGT. Task: Regression. Given a peptide amino acid sequence and an MHC pseudo amino acid sequence, predict their binding affinity value. This is MHC class I binding data. (1) The peptide sequence is ILQEMSETY. The MHC is HLA-A26:02 with pseudo-sequence HLA-A26:02. The binding affinity (normalized) is 0.0847. (2) The peptide sequence is KELYPLTSL. The MHC is HLA-B58:01 with pseudo-sequence HLA-B58:01. The binding affinity (normalized) is 0. (3) The MHC is HLA-A26:01 with pseudo-sequence HLA-A26:01. The binding affinity (normalized) is 0.0847. The peptide sequence is QPQQSPQFF.